From a dataset of Peptide-MHC class II binding affinity with 134,281 pairs from IEDB. Regression. Given a peptide amino acid sequence and an MHC pseudo amino acid sequence, predict their binding affinity value. This is MHC class II binding data. (1) The peptide sequence is EDLVRAYHAMSRTHE. The MHC is HLA-DQA10102-DQB10602 with pseudo-sequence HLA-DQA10102-DQB10602. The binding affinity (normalized) is 0.397. (2) The peptide sequence is KALWIIFSQNMNIKL. The MHC is HLA-DPA10103-DPB10401 with pseudo-sequence HLA-DPA10103-DPB10401. The binding affinity (normalized) is 0.311. (3) The peptide sequence is NGSAEVHRGAVPRRG. The MHC is HLA-DPA10103-DPB10201 with pseudo-sequence HLA-DPA10103-DPB10201. The binding affinity (normalized) is 0.